Predict the reactants needed to synthesize the given product. From a dataset of Full USPTO retrosynthesis dataset with 1.9M reactions from patents (1976-2016). (1) Given the product [I:61][C:38]1[CH:37]=[CH:36][C:35]([O:8][CH3:4])=[CH:40][C:39]=1[S:41][C:42]1[N:43]([CH2:52][C:53]2[CH:58]=[CH:57][C:56]([O:59][CH3:60])=[CH:55][CH:54]=2)[C:44]2[CH:49]=[CH:48][N:47]=[C:46]([NH2:50])[C:45]=2[N:51]=1, predict the reactants needed to synthesize it. The reactants are: IC1C=CC=[C:4]([O:8]C)C=1I.CC1C=CC2C=CC3C=CC(C)=NC=3C=2N=1.O.CC([O-])(C)C.[Na+].F[C:35]1[CH:36]=[CH:37][C:38]([I:61])=[C:39]([S:41][C:42]2[N:43]([CH2:52][C:53]3[CH:58]=[CH:57][C:56]([O:59][CH3:60])=[CH:55][CH:54]=3)[C:44]3[CH:49]=[CH:48][N:47]=[C:46]([NH2:50])[C:45]=3[N:51]=2)[CH:40]=1. (2) Given the product [C:19]([C:14]1[C:15]([O:17][CH3:18])=[CH:16][C:8]2[CH2:7][CH2:6][NH:5][CH2:11][CH:10]([CH3:12])[C:9]=2[CH:13]=1)#[N:20], predict the reactants needed to synthesize it. The reactants are: FC(F)(F)C([N:5]1[CH2:11][CH:10]([CH3:12])[C:9]2[CH:13]=[C:14]([C:19]#[N:20])[C:15]([O:17][CH3:18])=[CH:16][C:8]=2[CH2:7][CH2:6]1)=O.[OH-].[Na+]. (3) Given the product [Cl:25][C:26]1[CH:31]=[CH:30][C:29]([CH2:32][S:33]([NH:36][C:22]([CH:19]2[CH2:18][CH2:17][N:16]([C:4]3[C:3]([C:1]#[N:2])=[CH:8][C:7]([C:9]([O:11][CH2:12][CH3:13])=[O:10])=[C:6]([CH2:14][F:15])[N:5]=3)[CH2:21][CH2:20]2)=[O:23])(=[O:34])=[O:35])=[CH:28][CH:27]=1, predict the reactants needed to synthesize it. The reactants are: [C:1]([C:3]1[C:4]([N:16]2[CH2:21][CH2:20][CH:19]([C:22](O)=[O:23])[CH2:18][CH2:17]2)=[N:5][C:6]([CH2:14][F:15])=[C:7]([C:9]([O:11][CH2:12][CH3:13])=[O:10])[CH:8]=1)#[N:2].[Cl:25][C:26]1[CH:31]=[CH:30][C:29]([CH2:32][S:33]([NH2:36])(=[O:35])=[O:34])=[CH:28][CH:27]=1. (4) The reactants are: [NH2:1][C:2]1[N:7]2[N:8]=[C:9]([C:11]3[O:12][CH:13]=[CH:14][CH:15]=3)[N:10]=[C:6]2[CH:5]=[C:4]([C:16](=O)[CH2:17]Br)[N:3]=1.[O:20]1[CH2:25][CH2:24][N:23]([CH2:26][CH2:27][NH:28][C:29]([NH2:31])=[S:30])[CH2:22][CH2:21]1. Given the product [NH2:1][C:2]1[N:7]2[N:8]=[C:9]([C:11]3[O:12][CH:13]=[CH:14][CH:15]=3)[N:10]=[C:6]2[CH:5]=[C:4]([C:16]2[N:31]=[C:29]([NH:28][CH2:27][CH2:26][N:23]3[CH2:22][CH2:21][O:20][CH2:25][CH2:24]3)[S:30][CH:17]=2)[N:3]=1, predict the reactants needed to synthesize it. (5) Given the product [CH3:1][C:2]1[CH:7]=[C:6]([C:8](=[O:11])[NH:9][CH3:10])[CH:5]=[C:4]([CH3:12])[C:3]=1[C:13]1[CH:21]=[CH:20][C:19]([F:22])=[C:18]2[C:14]=1[CH2:15][CH2:16][C@H:17]2[O:23][C:24]1[CH:37]=[CH:36][C:27]2[C@H:28]([CH2:31][C:32]([OH:34])=[O:33])[CH2:29][O:30][C:26]=2[CH:25]=1, predict the reactants needed to synthesize it. The reactants are: [CH3:1][C:2]1[CH:7]=[C:6]([C:8](=[O:11])[NH:9][CH3:10])[CH:5]=[C:4]([CH3:12])[C:3]=1[C:13]1[CH:21]=[CH:20][C:19]([F:22])=[C:18]2[C:14]=1[CH2:15][CH2:16][C@H:17]2[O:23][C:24]1[CH:37]=[CH:36][C:27]2[C@H:28]([CH2:31][C:32]([O:34]C)=[O:33])[CH2:29][O:30][C:26]=2[CH:25]=1. (6) Given the product [OH:8][CH:6]1[CH2:5][CH2:4][N:3]([C:9]([O:11][C:12]([CH3:15])([CH3:14])[CH3:13])=[O:10])[CH:2]([CH3:1])[CH2:7]1, predict the reactants needed to synthesize it. The reactants are: [CH3:1][CH:2]1[CH2:7][C:6](=[O:8])[CH2:5][CH2:4][N:3]1[C:9]([O:11][C:12]([CH3:15])([CH3:14])[CH3:13])=[O:10].[BH4-].[Na+].